Dataset: Peptide-MHC class I binding affinity with 185,985 pairs from IEDB/IMGT. Task: Regression. Given a peptide amino acid sequence and an MHC pseudo amino acid sequence, predict their binding affinity value. This is MHC class I binding data. (1) The peptide sequence is NLPYNWKNFY. The MHC is HLA-A03:01 with pseudo-sequence HLA-A03:01. The binding affinity (normalized) is 0.308. (2) The peptide sequence is TSNLQEQIAW. The MHC is HLA-B58:01 with pseudo-sequence HLA-B58:01. The binding affinity (normalized) is 0.587. (3) The peptide sequence is TTIGTIAGGV. The MHC is HLA-A02:02 with pseudo-sequence HLA-A02:02. The binding affinity (normalized) is 0.389. (4) The peptide sequence is WLWVSSSDM. The MHC is HLA-A69:01 with pseudo-sequence HLA-A69:01. The binding affinity (normalized) is 0.562. (5) The binding affinity (normalized) is 0.0847. The peptide sequence is TPPVDRMAV. The MHC is HLA-A26:01 with pseudo-sequence HLA-A26:01. (6) The peptide sequence is KVVYKLLRF. The MHC is H-2-Kb with pseudo-sequence H-2-Kb. The binding affinity (normalized) is 0.443.